From a dataset of Full USPTO retrosynthesis dataset with 1.9M reactions from patents (1976-2016). Predict the reactants needed to synthesize the given product. (1) Given the product [CH2:30]([NH:32][C:33]([N:25]1[CH2:24][CH2:23][CH:22]([NH:21][S:20]([C:13]2[C:14]3[C:19](=[CH:18][CH:17]=[CH:16][CH:15]=3)[C:10]([C:8](=[O:9])[NH:7][C:1]3[CH:6]=[CH:5][CH:4]=[CH:3][C:2]=3[CH3:36])=[CH:11][CH:12]=2)(=[O:29])=[O:28])[CH2:27][CH2:26]1)=[O:34])[CH3:31], predict the reactants needed to synthesize it. The reactants are: [CH:1]1([NH:7][C:8]([C:10]2[C:19]3[C:14](=[CH:15][CH:16]=[CH:17][CH:18]=3)[C:13]([S:20](=[O:29])(=[O:28])[NH:21][CH:22]3[CH2:27][CH2:26][NH:25][CH2:24][CH2:23]3)=[CH:12][CH:11]=2)=[O:9])[CH2:6][CH2:5][CH2:4][CH2:3][CH2:2]1.[CH2:30]([N:32]=[C:33]=[O:34])[CH3:31].Cl[C:36](OCC)=O. (2) Given the product [C:25]([O:24][C:23]([NH:22][CH2:21][CH2:20][NH:19]/[C:11](/[C:4]1[CH:5]=[CH:6][C:7]([O:9][CH3:10])=[CH:8][C:3]=1[O:2][CH3:1])=[CH:12]\[C:13]([O:15][CH2:16][CH3:17])=[O:14])=[O:29])([CH3:28])([CH3:27])[CH3:26], predict the reactants needed to synthesize it. The reactants are: [CH3:1][O:2][C:3]1[CH:8]=[C:7]([O:9][CH3:10])[CH:6]=[CH:5][C:4]=1[C:11](=O)[CH2:12][C:13]([O:15][CH2:16][CH3:17])=[O:14].[NH2:19][CH2:20][CH2:21][NH:22][C:23](=[O:29])[O:24][C:25]([CH3:28])([CH3:27])[CH3:26].C(O)(=O)C.